From a dataset of Peptide-MHC class I binding affinity with 185,985 pairs from IEDB/IMGT. Regression. Given a peptide amino acid sequence and an MHC pseudo amino acid sequence, predict their binding affinity value. This is MHC class I binding data. (1) The peptide sequence is SRQRQAIPY. The MHC is HLA-A01:01 with pseudo-sequence HLA-A01:01. The binding affinity (normalized) is 0.0847. (2) The peptide sequence is RMILPMSRAFR. The MHC is HLA-A01:01 with pseudo-sequence HLA-A01:01. The binding affinity (normalized) is 0.0847. (3) The binding affinity (normalized) is 0.496. The peptide sequence is ADPVDAVIN. The MHC is HLA-A02:02 with pseudo-sequence HLA-A02:02. (4) The peptide sequence is TSASFTDLY. The MHC is HLA-B39:01 with pseudo-sequence HLA-B39:01. The binding affinity (normalized) is 0.0847. (5) The peptide sequence is YRGEYRQSR. The MHC is HLA-B15:01 with pseudo-sequence HLA-B15:01. The binding affinity (normalized) is 0.0847. (6) The peptide sequence is RQGLERALL. The MHC is HLA-B18:01 with pseudo-sequence HLA-B18:01. The binding affinity (normalized) is 0. (7) The peptide sequence is AWKQVLAEL. The MHC is HLA-A24:02 with pseudo-sequence HLA-A24:02. The binding affinity (normalized) is 0.246. (8) The peptide sequence is KLLIYPLI. The MHC is H-2-Kb with pseudo-sequence H-2-Kb. The binding affinity (normalized) is 0.307. (9) The peptide sequence is SLALKNSQA. The MHC is HLA-A02:01 with pseudo-sequence HLA-A02:01. The binding affinity (normalized) is 0.277.